This data is from Full USPTO retrosynthesis dataset with 1.9M reactions from patents (1976-2016). The task is: Predict the reactants needed to synthesize the given product. (1) Given the product [F:11][C:12]1[CH:13]=[C:14]([C:15]2[O:1][N:2]=[C:3]([C:5]3[CH:10]=[CH:9][N:8]=[N:7][CH:6]=3)[N:4]=2)[CH:18]=[CH:19][C:20]=1[F:21], predict the reactants needed to synthesize it. The reactants are: [OH:1][N:2]=[C:3]([C:5]1[CH:10]=[CH:9][N:8]=[N:7][CH:6]=1)[NH2:4].[F:11][C:12]1[CH:13]=[C:14]([CH:18]=[CH:19][C:20]=1[F:21])[C:15](Cl)=O.N. (2) Given the product [Cl:29][C:25]1[CH:24]=[C:23]([CH2:22][CH2:21][C@H:9]2[CH2:10][NH:11][CH2:12][CH2:13][NH:8]2)[CH:28]=[CH:27][CH:26]=1, predict the reactants needed to synthesize it. The reactants are: C([N:8]1[CH2:13][CH2:12][N:11](CC2C=CC=CC=2)[CH2:10][C@@H:9]1[CH2:21][CH2:22][C:23]1[CH:28]=[CH:27][CH:26]=[C:25]([Cl:29])[CH:24]=1)C1C=CC=CC=1.ClC(OC(Cl)C)=O. (3) Given the product [K+:23].[C:8]([C:7]([C:6]1[CH:10]=[CH:11][CH:12]=[C:4]([N+:1]([O-:3])=[O:2])[CH:5]=1)=[CH:15][C:14]([O-:18])=[O:17])#[N:9], predict the reactants needed to synthesize it. The reactants are: [N+:1]([C:4]1[CH:5]=[C:6]([CH:10]=[CH:11][CH:12]=1)[CH2:7][C:8]#[N:9])([O-:3])=[O:2].O.[C:14]([OH:18])(=[O:17])[CH:15]=O.C(=O)([O-])[O-].[K+:23].[K+]. (4) The reactants are: FC(F)(F)S(O[C:7]1[C:8]([CH3:36])([CH3:35])[C@H:9]2[C@:22]([CH3:25])([CH2:23][CH:24]=1)[C@@H:21]1[C@:12]([CH3:34])([C@@:13]3([CH3:33])[C@H:18]([CH2:19][CH2:20]1)[C@H:17]1[C@H:26]([C:29]([CH3:31])=[CH2:30])[CH2:27][CH2:28][C@:16]1([NH2:32])[CH2:15][CH2:14]3)[CH2:11][CH2:10]2)(=O)=O.CC1(C)C(C)(C)OB([C:47]2[CH2:51][CH2:50][CH:49]([CH2:52][C:53]([O:55][CH3:56])=[O:54])[CH:48]=2)O1. Given the product [NH2:32][C@:16]12[CH2:28][CH2:27][C@@H:26]([C:29]([CH3:31])=[CH2:30])[C@@H:17]1[C@@H:18]1[C@@:13]([CH3:33])([CH2:14][CH2:15]2)[C@@:12]2([CH3:34])[C@@H:21]([C@:22]3([CH3:25])[C@@H:9]([CH2:10][CH2:11]2)[C:8]([CH3:35])([CH3:36])[C:7]([C:47]2[CH2:51][CH2:50][CH:49]([CH2:52][C:53]([O:55][CH3:56])=[O:54])[CH:48]=2)=[CH:24][CH2:23]3)[CH2:20][CH2:19]1, predict the reactants needed to synthesize it. (5) Given the product [CH3:1][NH:2][C:3](=[O:15])[C:4]1[CH:9]=[C:8]([C:16]#[N:17])[C:7]([CH3:11])=[CH:6][C:5]=1[O:12][CH2:13][CH3:14], predict the reactants needed to synthesize it. The reactants are: [CH3:1][NH:2][C:3](=[O:15])[C:4]1[CH:9]=[C:8](Br)[C:7]([CH3:11])=[CH:6][C:5]=1[O:12][CH2:13][CH3:14].[C-:16]#[N:17].[Na+].C(OCC)(=O)C.O. (6) Given the product [OH:1][C:2]1([C:5]([N:30]2[CH2:29][CH2:28][N:27]([C:25]([C:22]3[CH:23]=[CH:24][C:19]([C:17]4[CH:16]=[CH:15][C:14]5=[N:10][N:11]([CH3:33])[N:12]=[C:13]5[CH:18]=4)=[CH:20][CH:21]=3)=[O:26])[CH2:32][CH2:31]2)=[O:7])[CH2:4][CH2:3]1, predict the reactants needed to synthesize it. The reactants are: [OH:1][C:2]1([C:5]([OH:7])=O)[CH2:4][CH2:3]1.Cl.C[N:10]1[C:14]2[CH:15]=[CH:16][C:17]([C:19]3[CH:24]=[CH:23][C:22]([C:25]([N:27]4[CH2:32][CH2:31][NH:30][CH2:29][CH2:28]4)=[O:26])=[CH:21][CH:20]=3)=[CH:18][C:13]=2[NH:12][NH:11]1.[CH3:33]N(C(ON1N=NC2C=CC=CC1=2)=[N+](C)C)C.F[P-](F)(F)(F)(F)F.CCN(C(C)C)C(C)C. (7) Given the product [F:7][C:8]1[CH:17]=[C:16]2[C:11]([CH:12]=[CH:13][CH:14]=[N:15]2)=[CH:10][C:9]=1[CH2:18][C:19]1[N:23]2[N:24]=[C:25](/[C:28](=[N:3]/[N:2]([CH3:1])[C:4]([NH2:6])=[O:5])/[CH3:29])[CH:26]=[CH:27][C:22]2=[N:21][CH:20]=1, predict the reactants needed to synthesize it. The reactants are: [CH3:1][N:2]([C:4]([NH2:6])=[O:5])[NH2:3].[F:7][C:8]1[CH:17]=[C:16]2[C:11]([CH:12]=[CH:13][CH:14]=[N:15]2)=[CH:10][C:9]=1[CH2:18][C:19]1[N:23]2[N:24]=[C:25]([C:28](=O)[CH3:29])[CH:26]=[CH:27][C:22]2=[N:21][CH:20]=1. (8) Given the product [S:20]1[CH:21]=[CH:22][CH:23]=[C:19]1[C:17]([C:16]1[CH:15]=[N:14][N:13]2[C:8]([C:4]3[CH:5]=[CH:6][CH:7]=[C:2]([NH:1][CH2:27][CH2:26][CH:25]([CH3:24])[CH2:29][C:30]([CH3:33])([CH3:32])[CH3:31])[CH:3]=3)=[CH:9][CH:10]=[N:11][C:12]=12)=[O:18], predict the reactants needed to synthesize it. The reactants are: [NH2:1][C:2]1[CH:3]=[C:4]([C:8]2[N:13]3[N:14]=[CH:15][C:16]([C:17]([C:19]4[S:20][CH:21]=[CH:22][CH:23]=4)=[O:18])=[C:12]3[N:11]=[CH:10][CH:9]=2)[CH:5]=[CH:6][CH:7]=1.[CH3:24][CH:25]([CH2:29][C:30]([CH3:33])([CH3:32])[CH3:31])[CH2:26][CH:27]=O. (9) Given the product [F:23][C:4]1[CH:3]=[C:2]([C:28]2[CH:29]=[CH:30][C:25]([OH:24])=[CH:26][CH:27]=2)[CH:22]=[CH:21][C:5]=1[O:6][CH2:7][CH:8]1[CH2:13][CH2:12][N:11]([C:14]([O:16][C:17]([CH3:20])([CH3:19])[CH3:18])=[O:15])[CH2:10][CH2:9]1, predict the reactants needed to synthesize it. The reactants are: Br[C:2]1[CH:22]=[CH:21][C:5]([O:6][CH2:7][CH:8]2[CH2:13][CH2:12][N:11]([C:14]([O:16][C:17]([CH3:20])([CH3:19])[CH3:18])=[O:15])[CH2:10][CH2:9]2)=[C:4]([F:23])[CH:3]=1.[OH:24][C:25]1[CH:30]=[CH:29][C:28](B(O)O)=[CH:27][CH:26]=1.C([O-])([O-])=O.[Na+].[Na+].